From a dataset of CYP1A2 inhibition data for predicting drug metabolism from PubChem BioAssay. Regression/Classification. Given a drug SMILES string, predict its absorption, distribution, metabolism, or excretion properties. Task type varies by dataset: regression for continuous measurements (e.g., permeability, clearance, half-life) or binary classification for categorical outcomes (e.g., BBB penetration, CYP inhibition). Dataset: cyp1a2_veith. (1) The result is 0 (non-inhibitor). The molecule is C#CCCCO/N=C1/C[C@@H](O)[C@@H](O)[C@@H]2[C@@H]3C(=O)N(C4CCCCC4)C(=O)[C@H]3CC[C@@H]12. (2) The compound is CC(Oc1ccc(O)cc1)(P(=O)(O)O)P(=O)(O)O. The result is 0 (non-inhibitor). (3) The compound is Cc1cc(/C=C2\SC(=S)NC2=O)c(C)n1C. The result is 1 (inhibitor). (4) The compound is O=C(O)[C@H]1[C@@H]2C=C[C@H](O2)[C@@H]1C(=O)NCc1cccnc1. The result is 0 (non-inhibitor). (5) The drug is O=C(N/N=C\c1ccc(Sc2ccccn2)o1)c1cccc(Br)c1. The result is 1 (inhibitor).